Task: Binary Classification. Given a T-cell receptor sequence (or CDR3 region) and an epitope sequence, predict whether binding occurs between them.. Dataset: TCR-epitope binding with 47,182 pairs between 192 epitopes and 23,139 TCRs (1) The TCR CDR3 sequence is CASSWSGSSYEQYF. The epitope is KRWIILGLNK. Result: 0 (the TCR does not bind to the epitope). (2) The epitope is KRWIILGLNK. The TCR CDR3 sequence is CASSPGTSAYEQYF. Result: 1 (the TCR binds to the epitope). (3) The epitope is GTSGSPIVNR. The TCR CDR3 sequence is CASSPSGGRNQPQHF. Result: 1 (the TCR binds to the epitope).